This data is from Catalyst prediction with 721,799 reactions and 888 catalyst types from USPTO. The task is: Predict which catalyst facilitates the given reaction. (1) Reactant: [CH3:1][O:2][C:3](=[O:16])[CH2:4][CH2:5][NH:6][C:7](=[O:15])[C:8]1[CH:13]=[CH:12][C:11]([OH:14])=[CH:10][CH:9]=1.[F:17][C:18]([F:38])([F:37])[C:19]1[CH:20]=[CH:21][C:22]([C:25]2[CH:30]=[CH:29][C:28]([CH:31](O)[CH2:32][CH2:33][CH2:34][CH3:35])=[CH:27][CH:26]=2)=[N:23][CH:24]=1.C(P(CCCC)CCCC)CCC.N(C(N1CCCCC1)=O)=NC(N1CCCCC1)=O. Product: [CH3:1][O:2][C:3](=[O:16])[CH2:4][CH2:5][NH:6][C:7](=[O:15])[C:8]1[CH:9]=[CH:10][C:11]([O:14][CH:31]([C:28]2[CH:27]=[CH:26][C:25]([C:22]3[CH:21]=[CH:20][C:19]([C:18]([F:38])([F:17])[F:37])=[CH:24][N:23]=3)=[CH:30][CH:29]=2)[CH2:32][CH2:33][CH2:34][CH3:35])=[CH:12][CH:13]=1. The catalyst class is: 11. (2) Reactant: [Br:1]N1C(=O)CCC1=O.C1(P(C2C=CC=CC=2)C2C=CC=CC=2)C=CC=CC=1.N1C=CC=CC=1.O[CH2:35][CH2:36][C@H:37]([NH:46][C:47]([O:49][C:50]([CH3:53])([CH3:52])[CH3:51])=[O:48])[C:38]([O:40][CH:41]1[CH2:45][CH2:44][CH2:43][CH2:42]1)=[O:39]. Product: [Br:1][CH2:35][CH2:36][C@H:37]([NH:46][C:47]([O:49][C:50]([CH3:53])([CH3:52])[CH3:51])=[O:48])[C:38]([O:40][CH:41]1[CH2:45][CH2:44][CH2:43][CH2:42]1)=[O:39]. The catalyst class is: 2. (3) Reactant: [F:1][C:2]1[C:11]([F:12])=[CH:10][C:5]([C:6]([O:8][CH3:9])=[O:7])=[C:4]([N+:13]([O-])=O)[CH:3]=1. Product: [NH2:13][C:4]1[CH:3]=[C:2]([F:1])[C:11]([F:12])=[CH:10][C:5]=1[C:6]([O:8][CH3:9])=[O:7]. The catalyst class is: 99. (4) Reactant: [N:1]1([CH2:6][C:7]2[CH:12]=[CH:11][C:10]([C:13]#[C:14][C:15]([OH:17])=O)=[CH:9][CH:8]=2)[CH2:5][CH2:4][CH2:3][CH2:2]1.[Cl:18][C:19]1[CH:24]=[CH:23][C:22]([C:25]2[CH:30]=[CH:29][C:28]([NH2:31])=[CH:27][CH:26]=2)=[CH:21][CH:20]=1.CN(C(ON1N=NC2C=CC=CC1=2)=[N+](C)C)C.[B-](F)(F)(F)F.C(N(CC)CC)C. Product: [Cl:18][C:19]1[CH:20]=[CH:21][C:22]([C:25]2[CH:30]=[CH:29][C:28]([NH:31][C:15](=[O:17])[C:14]#[C:13][C:10]3[CH:9]=[CH:8][C:7]([CH2:6][N:1]4[CH2:2][CH2:3][CH2:4][CH2:5]4)=[CH:12][CH:11]=3)=[CH:27][CH:26]=2)=[CH:23][CH:24]=1. The catalyst class is: 3. (5) Reactant: [I:1]N1C(=O)CCC1=O.[CH3:9][N:10]1[C:14]2=[N:15][CH:16]=[C:17]([N+:20]([O-:22])=[O:21])[C:18]([CH3:19])=[C:13]2[CH:12]=[CH:11]1.O. Product: [I:1][C:12]1[C:13]2[C:14](=[N:15][CH:16]=[C:17]([N+:20]([O-:22])=[O:21])[C:18]=2[CH3:19])[N:10]([CH3:9])[CH:11]=1. The catalyst class is: 3. (6) Reactant: I[C:2]1[C:10]2[C:5](=[CH:6][C:7]([C@H:11]3[C@@:13]4([C:21]5[C:16](=[CH:17][CH:18]=[CH:19][CH:20]=5)[NH:15][C:14]4=[O:22])[CH2:12]3)=[CH:8][CH:9]=2)[NH:4][N:3]=1.CC1(C)C(C)(C)OB([C:31]2[CH:32]=[C:33]([S:37]([NH2:40])(=[O:39])=[O:38])[CH:34]=[CH:35][CH:36]=2)O1.C([O-])([O-])=O.[Na+].[Na+]. Product: [O:22]=[C:14]1[C@@:13]2([CH2:12][C@H:11]2[C:7]2[CH:6]=[C:5]3[C:10]([C:2]([C:31]4[CH:32]=[C:33]([S:37]([NH2:40])(=[O:39])=[O:38])[CH:34]=[CH:35][CH:36]=4)=[N:3][NH:4]3)=[CH:9][CH:8]=2)[C:21]2[C:16](=[CH:17][CH:18]=[CH:19][CH:20]=2)[NH:15]1. The catalyst class is: 628. (7) Reactant: [ClH:1].CCOCC.C(OC([N:14]1[CH2:17][CH2:16][C@H:15]1[CH2:18][O:19][C:20]1[CH:21]=[C:22]([C@@H:26]2[CH2:28][C@H:27]2[CH2:29][CH2:30][OH:31])[CH:23]=[N:24][CH:25]=1)=O)(C)(C)C. Product: [ClH:1].[NH:14]1[CH2:17][CH2:16][C@H:15]1[CH2:18][O:19][C:20]1[CH:21]=[C:22]([C@@H:26]2[CH2:28][C@H:27]2[CH2:29][CH2:30][OH:31])[CH:23]=[N:24][CH:25]=1. The catalyst class is: 5. (8) Reactant: [C:1]([C:3]1[CH:4]=[C:5]([CH3:18])[C:6]([NH:9][C:10](=[O:17])[CH2:11][N:12]2[CH2:16][CH2:15][CH2:14][CH2:13]2)=[N:7][CH:8]=1)#[CH:2].[Cl:19][C:20]1[CH:25]=[CH:24][C:23]([C:26]2[CH:27]=[CH:28][C:29](I)=[N:30][CH:31]=2)=[CH:22][CH:21]=1.N1CCCCC1. Product: [Cl:19][C:20]1[CH:21]=[CH:22][C:23]([C:26]2[CH:27]=[CH:28][C:29]([C:2]#[C:1][C:3]3[CH:4]=[C:5]([CH3:18])[C:6]([NH:9][C:10](=[O:17])[CH2:11][N:12]4[CH2:16][CH2:15][CH2:14][CH2:13]4)=[N:7][CH:8]=3)=[N:30][CH:31]=2)=[CH:24][CH:25]=1. The catalyst class is: 516. (9) Reactant: [C:1]1([C:7]2[C:16]3[C:11](=[CH:12][C:13]([OH:17])=[CH:14][CH:15]=3)[CH:10]=[CH:9][N:8]=2)[CH:6]=[CH:5][CH:4]=[CH:3][CH:2]=1.[F:18][C:19]([F:32])([F:31])[S:20](O[S:20]([C:19]([F:32])([F:31])[F:18])(=[O:22])=[O:21])(=[O:22])=[O:21]. Product: [F:18][C:19]([F:32])([F:31])[S:20]([O:17][C:13]1[CH:12]=[C:11]2[C:16](=[CH:15][CH:14]=1)[C:7]([C:1]1[CH:2]=[CH:3][CH:4]=[CH:5][CH:6]=1)=[N:8][CH:9]=[CH:10]2)(=[O:22])=[O:21]. The catalyst class is: 236.